From a dataset of Reaction yield outcomes from USPTO patents with 853,638 reactions. Predict the reaction yield, written as a fraction of the theoretical maximum amount of product (1.0 means a 100% yield; for example, 0.34 means a 34% yield). (1) The reactants are [C:1]([OH:9])(=[O:8])[C@H:2]([CH2:4][C:5]([OH:7])=[O:6])[OH:3].O1[B:15]([C@@H:16]([NH:21][C:22](=[O:35])[CH2:23][NH:24][C:25](=[O:34])[C:26]2[CH:31]=[C:30]([Cl:32])[CH:29]=[CH:28][C:27]=2[Cl:33])[CH2:17][CH:18]([CH3:20])[CH3:19])O[B:15]([C@@H:16]([NH:21][C:22](=[O:35])[CH2:23][NH:24][C:25](=[O:34])[C:26]2[CH:31]=[C:30]([Cl:32])[CH:29]=[CH:28][C:27]=2[Cl:33])[CH2:17][CH:18]([CH3:20])[CH3:19])O[B:15]1[C@@H:16]([NH:21][C:22](=[O:35])[CH2:23][NH:24][C:25](=[O:34])[C:26]1[CH:31]=[C:30]([Cl:32])[CH:29]=[CH:28][C:27]=1[Cl:33])[CH2:17][CH:18]([CH3:20])[CH3:19]. The catalyst is CCOC(C)=O. The product is [Cl:33][C:27]1[CH:28]=[CH:29][C:30]([Cl:32])=[CH:31][C:26]=1[C:25]([NH:24][CH2:23][C:22]([NH:21][C@H:16]([B:15]1[O:3][C@@H:2]([CH2:4][C:5]([OH:7])=[O:6])[C:1](=[O:9])[O:8]1)[CH2:17][CH:18]([CH3:20])[CH3:19])=[O:35])=[O:34]. The yield is 0.960. (2) The product is [CH2:4]([O:6][CH:7]([O:10][CH2:11][CH3:12])[C:8](=[NH:9])[O:2][CH3:1])[CH3:5]. The yield is 0.770. The reactants are [CH3:1][O-:2].[Na+].[CH2:4]([O:6][CH:7]([O:10][CH2:11][CH3:12])[C:8]#[N:9])[CH3:5]. The catalyst is CO.O. (3) The reactants are [Br:1][C:2]1[CH:3]=[C:4]([CH:7]=[C:8]([Br:20])[C:9]=1[O:10][CH2:11][C:12]1[CH:17]=[CH:16][C:15]([O:18][CH3:19])=[CH:14][CH:13]=1)[CH:5]=[O:6].[CH:21]([Mg]Br)=[CH2:22]. The catalyst is C1COCC1. The product is [Br:1][C:2]1[CH:3]=[C:4]([CH:5]([OH:6])[CH:21]=[CH2:22])[CH:7]=[C:8]([Br:20])[C:9]=1[O:10][CH2:11][C:12]1[CH:17]=[CH:16][C:15]([O:18][CH3:19])=[CH:14][CH:13]=1. The yield is 0.750.